Predict which catalyst facilitates the given reaction. From a dataset of Catalyst prediction with 721,799 reactions and 888 catalyst types from USPTO. Reactant: [NH2:1][CH2:2][CH2:3][CH2:4][N:5]1[C:13]2[C:8](=[CH:9][C:10]([Br:14])=[CH:11][CH:12]=2)[C:7]2([O:19][CH2:18][CH2:17][CH2:16][O:15]2)[C:6]1=O.N. Product: [Br:14][C:10]1[CH:11]=[CH:12][C:13]2[N:5]3[CH2:4][CH2:3][CH2:2][N:1]=[C:6]3[C:7]3([O:19][CH2:18][CH2:17][CH2:16][O:15]3)[C:8]=2[CH:9]=1. The catalyst class is: 14.